Dataset: Full USPTO retrosynthesis dataset with 1.9M reactions from patents (1976-2016). Task: Predict the reactants needed to synthesize the given product. (1) Given the product [CH3:1][S:2]([C:5]1[CH:6]=[CH:7][C:8]([N:14]2[CH2:19][CH2:18][O:17][CH2:16][CH2:15]2)=[C:9]([C:10]([N:37]2[CH2:36][CH2:35][N:34]([C:32]3[S:33][C:29]([C:28]([F:40])([F:27])[F:41])=[N:30][N:31]=3)[CH2:39][CH2:38]2)=[O:12])[CH:13]=1)(=[O:3])=[O:4], predict the reactants needed to synthesize it. The reactants are: [CH3:1][S:2]([C:5]1[CH:6]=[CH:7][C:8]([N:14]2[CH2:19][CH2:18][O:17][CH2:16][CH2:15]2)=[C:9]([CH:13]=1)[C:10]([OH:12])=O)(=[O:4])=[O:3].FC(F)(F)C(O)=O.[F:27][C:28]([F:41])([F:40])[C:29]1[S:33][C:32]([N:34]2[CH2:39][CH2:38][NH:37][CH2:36][CH2:35]2)=[N:31][N:30]=1. (2) Given the product [C:21]1([CH3:31])[CH:26]=[CH:25][C:24]([S:27]([O:14][CH2:13][CH2:12][O:11][CH2:10][CH2:9][C:4]2[CH:5]=[CH:6][CH:7]=[CH:8][C:3]=2[O:2][CH3:1])(=[O:29])=[O:28])=[CH:23][CH:22]=1, predict the reactants needed to synthesize it. The reactants are: [CH3:1][O:2][C:3]1[CH:8]=[CH:7][CH:6]=[CH:5][C:4]=1[CH2:9][CH2:10][O:11][CH2:12][CH2:13][OH:14].N1C=CC=CC=1.[C:21]1([CH3:31])[CH:26]=[CH:25][C:24]([S:27](Cl)(=[O:29])=[O:28])=[CH:23][CH:22]=1. (3) Given the product [Br:1][C:2]1[CH:3]=[CH:4][C:5]2[N:6]([C:10]([CH:11]([C:13]3[N:14]=[N:15][C:16]([Cl:19])=[CH:17][CH:18]=3)[CH3:12])=[N:9][N:8]=2)[CH:7]=1, predict the reactants needed to synthesize it. The reactants are: [Br:1][C:2]1[CH:3]=[CH:4][C:5]([NH:8][NH:9][C:10](=O)[CH:11]([C:13]2[N:14]=[N:15][C:16]([Cl:19])=[CH:17][CH:18]=2)[CH3:12])=[N:6][CH:7]=1.P(Cl)(Cl)(Cl)=O.C([O-])(O)=O.[Na+]. (4) Given the product [CH3:45][N:46]1[CH:50]=[C:49]([NH:51][C:15]([C:14]2[CH:13]=[C:12]([C@@H:10]3[CH2:11][C@H:9]3[NH:8][C:6](=[O:7])[O:5][C:1]([CH3:2])([CH3:3])[CH3:4])[CH:20]=[CH:19][CH:18]=2)=[O:17])[CH:48]=[N:47]1, predict the reactants needed to synthesize it. The reactants are: [C:1]([O:5][C:6]([NH:8][CH:9]1[CH2:11][CH:10]1[C:12]1[CH:13]=[C:14]([CH:18]=[CH:19][CH:20]=1)[C:15]([OH:17])=O)=[O:7])([CH3:4])([CH3:3])[CH3:2].F[P-](F)(F)(F)(F)F.N1(OC(N(C)C)=[N+](C)C)C2N=CC=CC=2N=N1.[CH3:45][N:46]1[CH:50]=[C:49]([NH2:51])[CH:48]=[N:47]1.C(N(CC)CC)C. (5) Given the product [Cl:17][C:13]1[CH:12]=[C:11]([C:8]2[N:6]3[N:7]=[C:2]([NH:27][CH2:26][C@H:23]4[CH2:24][CH2:25][C@H:20]([C:19]#[N:18])[CH2:21][CH2:22]4)[CH:3]=[CH:4][C:5]3=[N:10][CH:9]=2)[CH:16]=[CH:15][CH:14]=1, predict the reactants needed to synthesize it. The reactants are: Cl[C:2]1[CH:3]=[CH:4][C:5]2[N:6]([C:8]([C:11]3[CH:16]=[CH:15][CH:14]=[C:13]([Cl:17])[CH:12]=3)=[CH:9][N:10]=2)[N:7]=1.[NH2:18][CH2:19][CH:20]1[CH2:25][CH2:24][CH:23]([C:26]#[N:27])[CH2:22][CH2:21]1.[F-].[K+]. (6) Given the product [OH:1][CH:2]([C:4]1[CH:8]=[C:7]([C:9]2[N:14]=[CH:13][CH:12]=[CH:11][N:10]=2)[O:6][N:5]=1)[CH3:3], predict the reactants needed to synthesize it. The reactants are: [O:1]=[C:2]([C:4]1[CH:8]=[C:7]([C:9]2[N:14]=[CH:13][CH:12]=[CH:11][N:10]=2)[O:6][N:5]=1)[CH3:3].[BH4-].[Na+].O.